Task: Predict the product of the given reaction.. Dataset: Forward reaction prediction with 1.9M reactions from USPTO patents (1976-2016) (1) Given the reactants [C:1]([C:5]1[S:9][C:8]([C:10]([NH:12][C@@H:13]([CH2:24][C:25]2[CH:30]=[CH:29][C:28]([C:31]3[N:36]=[CH:35][C:34]([C:37]4[CH:42]=[CH:41][C:40]([O:43][CH2:44][CH2:45][CH2:46][CH2:47][CH2:48][CH2:49][CH3:50])=[CH:39][CH:38]=4)=[CH:33][N:32]=3)=[CH:27][CH:26]=2)[C:14]([N:16]2[CH2:19][CH:18]([C:20]([O:22]C)=[O:21])[CH2:17]2)=[O:15])=[O:11])=[CH:7][CH:6]=1)([CH3:4])([CH3:3])[CH3:2], predict the reaction product. The product is: [C:1]([C:5]1[S:9][C:8]([C:10]([NH:12][C@@H:13]([CH2:24][C:25]2[CH:30]=[CH:29][C:28]([C:31]3[N:36]=[CH:35][C:34]([C:37]4[CH:42]=[CH:41][C:40]([O:43][CH2:44][CH2:45][CH2:46][CH2:47][CH2:48][CH2:49][CH3:50])=[CH:39][CH:38]=4)=[CH:33][N:32]=3)=[CH:27][CH:26]=2)[C:14]([N:16]2[CH2:19][CH:18]([C:20]([OH:22])=[O:21])[CH2:17]2)=[O:15])=[O:11])=[CH:7][CH:6]=1)([CH3:4])([CH3:3])[CH3:2]. (2) Given the reactants [NH2:1][C:2]1[N:3]=[C:4]([Cl:32])[C:5]2=[C:6]([N:8]([CH2:21][C:22]3[C:27]([CH3:28])=[C:26]([O:29][CH3:30])[C:25]([CH3:31])=[CH:24][N:23]=3)[C:9](=[O:20])/[C:10]/2=[CH:11]\[C:12]2[NH:16][CH:15]=[C:14]([C:17]([OH:19])=O)[CH:13]=2)[N:7]=1.[O:33]1[CH2:38][CH2:37][N:36]([CH2:39][CH2:40][NH2:41])[CH2:35][CH2:34]1.F[P-](F)(F)(F)(F)F.N1(O[P+](N(C)C)(N(C)C)N(C)C)C2C=CC=CC=2N=N1.CCN(C(C)C)C(C)C, predict the reaction product. The product is: [NH2:1][C:2]1[N:3]=[C:4]([Cl:32])[C:5]2=[C:6]([N:8]([CH2:21][C:22]3[C:27]([CH3:28])=[C:26]([O:29][CH3:30])[C:25]([CH3:31])=[CH:24][N:23]=3)[C:9](=[O:20])/[C:10]/2=[CH:11]\[C:12]2[NH:16][CH:15]=[C:14]([C:17]([NH:41][CH2:40][CH2:39][N:36]3[CH2:37][CH2:38][O:33][CH2:34][CH2:35]3)=[O:19])[CH:13]=2)[N:7]=1. (3) Given the reactants [C:1]([O:5][C:6](=[O:19])[CH2:7][CH:8]1[CH2:13][CH2:12][CH:11]([C:14]([O:16]CC)=[O:15])[CH2:10][CH2:9]1)([CH3:4])([CH3:3])[CH3:2].O.[OH-].[K+].Cl, predict the reaction product. The product is: [C:1]([O:5][C:6](=[O:19])[CH2:7][CH:8]1[CH2:9][CH2:10][CH:11]([C:14]([OH:16])=[O:15])[CH2:12][CH2:13]1)([CH3:4])([CH3:2])[CH3:3]. (4) Given the reactants [OH:1][C:2]1[CH:16]=[CH:15][C:5]([CH2:6][CH:7]2[O:11][C:10]([CH3:13])([CH3:12])[O:9][C:8]2=[O:14])=[CH:4][CH:3]=1.[CH2:17]([SiH](CC)CC)[CH3:18].OS(O)(=O)=O, predict the reaction product. The product is: [CH2:17]([O:9][C:8](=[O:14])[CH:7]([O:11][CH:10]([CH3:13])[CH3:12])[CH2:6][C:5]1[CH:15]=[CH:16][C:2]([OH:1])=[CH:3][CH:4]=1)[CH3:18]. (5) Given the reactants [CH:1]([C:4]1[NH:8][N:7]=[C:6]([C:9]([OH:11])=[O:10])[CH:5]=1)([CH3:3])[CH3:2].[N+:12]([O-])([OH:14])=[O:13], predict the reaction product. The product is: [CH:1]([C:4]1[NH:8][N:7]=[C:6]([C:9]([OH:11])=[O:10])[C:5]=1[N+:12]([O-:14])=[O:13])([CH3:3])[CH3:2]. (6) Given the reactants [CH2:1]([O:4][C@H:5]1[C:13]2[C:8](=[CH:9][C:10]([O:14][CH3:15])=[CH:11][CH:12]=2)[C@@H:7]([NH:16][CH2:17][C@@H:18]([OH:30])[C@@H:19]([NH2:29])[CH2:20][C:21]2[CH:26]=[C:25](F)[CH:24]=[C:23](F)[CH:22]=2)[CH2:6]1)[CH:2]=[CH2:3].[C:31]([NH:34][C@:35]1([CH:48]([CH2:50][CH3:51])[CH3:49])[CH2:39][CH2:38][N:37]([C@@H:40]([CH2:44][CH:45]=[CH2:46])[C:41](O)=[O:42])[C:36]1=[O:47])(=[O:33])[CH3:32].C(Cl)CCl.C1C=CC2N(O)N=NC=2C=1.CCN(C(C)C)C(C)C, predict the reaction product. The product is: [C:31]([NH:34][C@:35]1([CH:48]([CH2:50][CH3:51])[CH3:49])[CH2:39][CH2:38][N:37]([C@@H:40]([CH2:44][CH:45]=[CH2:46])[C:41]([NH:29][C@H:19]([C@H:18]([OH:30])[CH2:17][NH:16][C@@H:7]2[C:8]3[C:13](=[CH:12][CH:11]=[C:10]([O:14][CH3:15])[CH:9]=3)[C@H:5]([O:4][CH2:1][CH:2]=[CH2:3])[CH2:6]2)[CH2:20][C:21]2[CH:26]=[CH:25][CH:24]=[CH:23][CH:22]=2)=[O:42])[C:36]1=[O:47])(=[O:33])[CH3:32]. (7) The product is: [NH2:15][C@H:11]1[CH2:12][CH2:13][CH2:14][C@H:9]([N:8]([CH3:27])[C:6](=[O:7])[O:5][C:1]([CH3:3])([CH3:4])[CH3:2])[C@H:10]1[OH:26]. Given the reactants [C:1]([O:5][C:6]([N:8]([CH3:27])[C@H:9]1[CH2:14][CH2:13][CH2:12][C@H:11]([NH:15]C(=O)OCC2C=CC=CC=2)[C@@H:10]1[OH:26])=[O:7])([CH3:4])([CH3:3])[CH3:2].[H][H], predict the reaction product.